Dataset: Catalyst prediction with 721,799 reactions and 888 catalyst types from USPTO. Task: Predict which catalyst facilitates the given reaction. (1) Reactant: CS(O[CH2:6][C@@H:7]([NH:23][C:24]([O:26][C:27]([CH3:30])([CH3:29])[CH3:28])=[O:25])[C@H:8]([O:15][Si:16]([C:19]([CH3:22])([CH3:21])[CH3:20])([CH3:18])[CH3:17])[C@@H:9]([CH3:14])[CH2:10][N:11]=[N+]=[N-])(=O)=O.CCN(C(C)C)C(C)C. Product: [Si:16]([O:15][C@@H:8]1[C@@H:9]([CH3:14])[CH2:10][NH:11][CH2:6][C@H:7]1[NH:23][C:24](=[O:25])[O:26][C:27]([CH3:30])([CH3:28])[CH3:29])([C:19]([CH3:21])([CH3:22])[CH3:20])([CH3:17])[CH3:18]. The catalyst class is: 19. (2) Reactant: [CH:1]1([N:4]([CH:18]2[CH2:23][CH2:22][NH:21][CH2:20][CH2:19]2)[S:5]([C:8]2[CH:13]=[CH:12][CH:11]=[C:10]([C:14]([F:17])([F:16])[F:15])[CH:9]=2)(=[O:7])=[O:6])[CH2:3][CH2:2]1.C1C=CC2N(O)N=NC=2C=1.CCN=C=NCCCN(C)C.[C:45]([O:49][C:50]([NH:52][C@H:53]1[CH2:58][CH2:57][CH2:56][CH2:55][C@H:54]1[C:59](O)=[O:60])=[O:51])([CH3:48])([CH3:47])[CH3:46]. Product: [C:45]([O:49][C:50](=[O:51])[NH:52][C@@H:53]1[CH2:58][CH2:57][CH2:56][CH2:55][C@@H:54]1[C:59]([N:21]1[CH2:22][CH2:23][CH:18]([N:4]([CH:1]2[CH2:3][CH2:2]2)[S:5]([C:8]2[CH:13]=[CH:12][CH:11]=[C:10]([C:14]([F:17])([F:15])[F:16])[CH:9]=2)(=[O:6])=[O:7])[CH2:19][CH2:20]1)=[O:60])([CH3:48])([CH3:46])[CH3:47]. The catalyst class is: 366.